Dataset: Catalyst prediction with 721,799 reactions and 888 catalyst types from USPTO. Task: Predict which catalyst facilitates the given reaction. (1) Reactant: [Cl:1][C:2]1[N:10]=[C:9]2[C:5]([N:6]=[CH:7][NH:8]2)=[C:4](Cl)[N:3]=1.[CH3:12][C@H:13]1[CH2:18][O:17][CH2:16][CH2:15][NH:14]1.C(N(CC)C(C)C)(C)C. Product: [Cl:1][C:2]1[N:10]=[C:9]2[C:5]([N:6]=[CH:7][NH:8]2)=[C:4]([N:14]2[CH2:15][CH2:16][O:17][CH2:18][C@@H:13]2[CH3:12])[N:3]=1. The catalyst class is: 8. (2) Reactant: [Br:1][C:2]1[CH:3]=[C:4]2[C:9](=[C:10]([O:12][CH3:13])[CH:11]=1)[N:8]=[CH:7][NH:6][C:5]2=[O:14].[H-].[Na+].[CH3:17][Si:18]([CH2:21][CH2:22][O:23][CH2:24]Cl)([CH3:20])[CH3:19]. Product: [Br:1][C:2]1[CH:3]=[C:4]2[C:9](=[C:10]([O:12][CH3:13])[CH:11]=1)[N:8]=[CH:7][N:6]([CH2:24][O:23][CH2:22][CH2:21][Si:18]([CH3:20])([CH3:19])[CH3:17])[C:5]2=[O:14]. The catalyst class is: 9. (3) Product: [CH:3]12[CH2:10][CH:9]3[CH2:8][CH:7]([CH2:6][CH:5]([CH2:11]3)[CH:4]1[NH:13][C:14]([C:16]1[CH:17]=[N:18][N:19]([C:25]3[CH:35]=[CH:34][C:28]([C:29]([OH:31])=[O:30])=[CH:27][C:26]=3[CH3:36])[C:20]=1[C:21]([CH3:23])([CH3:24])[CH3:22])=[O:15])[CH2:12]2. The catalyst class is: 5. Reactant: [OH-].[Na+].[CH:3]12[CH2:12][CH:7]3[CH2:8][CH:9]([CH2:11][CH:5]([CH2:6]3)[CH:4]1[NH:13][C:14]([C:16]1[CH:17]=[N:18][N:19]([C:25]3[CH:35]=[CH:34][C:28]([C:29]([O:31]CC)=[O:30])=[CH:27][C:26]=3[CH3:36])[C:20]=1[C:21]([CH3:24])([CH3:23])[CH3:22])=[O:15])[CH2:10]2. (4) Reactant: Cl[CH2:2][C:3]1[CH:8]=[CH:7][C:6]([C@H:9]([C:27]2[CH:32]=[CH:31][C:30]([Cl:33])=[CH:29][CH:28]=2)[N:10]2[CH2:13][C:12](=[C:14]([C:19]3[CH:24]=[C:23]([F:25])[CH:22]=[C:21]([F:26])[CH:20]=3)[S:15]([CH3:18])(=[O:17])=[O:16])[CH2:11]2)=[CH:5][CH:4]=1.[NH:34]1[CH2:39][CH2:38][NH:37][CH2:36][C:35]1=[O:40]. Product: [Cl:33][C:30]1[CH:29]=[CH:28][C:27]([C@@H:9]([C:6]2[CH:5]=[CH:4][C:3]([CH2:2][N:37]3[CH2:38][CH2:39][NH:34][C:35](=[O:40])[CH2:36]3)=[CH:8][CH:7]=2)[N:10]2[CH2:13][C:12](=[C:14]([C:19]3[CH:24]=[C:23]([F:25])[CH:22]=[C:21]([F:26])[CH:20]=3)[S:15]([CH3:18])(=[O:17])=[O:16])[CH2:11]2)=[CH:32][CH:31]=1. The catalyst class is: 4. (5) Reactant: [OH:1][C:2]1[CH:15]=[CH:14][C:5]([CH:6]=[C:7]2[S:11][C:10](=[O:12])[NH:9][C:8]2=[O:13])=[CH:4][CH:3]=1.C([O-])=O.[NH4+]. Product: [OH:1][C:2]1[CH:15]=[CH:14][C:5]([CH2:6][CH:7]2[S:11][C:10](=[O:12])[NH:9][C:8]2=[O:13])=[CH:4][CH:3]=1. The catalyst class is: 285. (6) Reactant: [F:1][C:2]([F:40])([F:39])[C:3]1[CH:4]=[C:5]([CH2:13][N:14]([CH3:38])[C:15]([N:17]2[CH2:29][CH2:28][C@:20]3([NH:24][C@@H:23]([C:25]([NH2:27])=[O:26])[CH2:22][CH2:21]3)[CH2:19][C@@H:18]2[C:30]2[CH:35]=[CH:34][C:33]([F:36])=[CH:32][C:31]=2[CH3:37])=[O:16])[CH:6]=[C:7]([C:9]([F:12])([F:11])[F:10])[CH:8]=1.[ClH:41]. Product: [ClH:41].[F:40][C:2]([F:1])([F:39])[C:3]1[CH:4]=[C:5]([CH2:13][N:14]([CH3:38])[C:15]([N:17]2[CH2:29][CH2:28][C@:20]3([NH:24][C@@H:23]([C:25]([NH2:27])=[O:26])[CH2:22][CH2:21]3)[CH2:19][C@@H:18]2[C:30]2[CH:35]=[CH:34][C:33]([F:36])=[CH:32][C:31]=2[CH3:37])=[O:16])[CH:6]=[C:7]([C:9]([F:10])([F:12])[F:11])[CH:8]=1. The catalyst class is: 27. (7) Reactant: [NH2:1][C:2]1[CH:15]=[CH:14][C:5]([CH2:6][N:7]([CH3:13])[CH2:8][C:9]([O:11][CH3:12])=[O:10])=[CH:4][CH:3]=1.[CH3:16][S:17](Cl)(=[O:19])=[O:18]. Product: [CH3:13][N:7]([CH2:6][C:5]1[CH:4]=[CH:3][C:2]([NH:1][S:17]([CH3:16])(=[O:19])=[O:18])=[CH:15][CH:14]=1)[CH2:8][C:9]([O:11][CH3:12])=[O:10]. The catalyst class is: 17. (8) Reactant: [Br:1][C:2]1[CH:7]=[C:6]([F:8])[C:5]([N+:9]([O-])=O)=[CH:4][C:3]=1[N:12]([S:18]([CH2:21][CH3:22])(=[O:20])=[O:19])[S:13]([CH2:16][CH3:17])(=[O:15])=[O:14]. Product: [Br:1][C:2]1[CH:7]=[C:6]([F:8])[C:5]([NH2:9])=[CH:4][C:3]=1[N:12]([S:13]([CH2:16][CH3:17])(=[O:15])=[O:14])[S:18]([CH2:21][CH3:22])(=[O:19])=[O:20]. The catalyst class is: 180. (9) Product: [Br:13][C:10]1[CH:9]=[CH:8][C:7]([O:6][CH2:5][CH:4]([NH:14][C:15]([O:17][C:18]([CH3:19])([CH3:21])[CH3:20])=[O:16])[C:3]([OH:22])=[O:2])=[CH:12][CH:11]=1. The catalyst class is: 20. Reactant: C[O:2][C:3](=[O:22])[CH:4]([NH:14][C:15]([O:17][C:18]([CH3:21])([CH3:20])[CH3:19])=[O:16])[CH2:5][O:6][C:7]1[CH:12]=[CH:11][C:10]([Br:13])=[CH:9][CH:8]=1.O[Li].O.Cl. (10) Reactant: [C:1]1([CH2:7][O:8][C:9]2[CH:14]=[CH:13][C:12]([C:15]([F:18])([F:17])[F:16])=[CH:11][CH:10]=2)[CH:6]=[CH:5][CH:4]=[CH:3][CH:2]=1.F[B-](F)(F)F.F[B-](F)(F)F.ClC[N+]12CC[N+](F)(CC1)CC2.[I:40]I. Product: [I:40][C:14]1[CH:13]=[C:12]([C:15]([F:16])([F:17])[F:18])[CH:11]=[CH:10][C:9]=1[O:8][CH2:7][C:1]1[CH:2]=[CH:3][CH:4]=[CH:5][CH:6]=1. The catalyst class is: 10.